From a dataset of Catalyst prediction with 721,799 reactions and 888 catalyst types from USPTO. Predict which catalyst facilitates the given reaction. (1) Reactant: P(Cl)(Cl)(Cl)(Cl)Cl.S[C:8]1[O:9][C:10]2[CH:16]=[CH:15][C:14]([N+:17]([O-:19])=[O:18])=[CH:13][C:11]=2[N:12]=1.[CH3:20][N:21]1[CH2:26][CH2:25][NH:24][CH2:23][CH2:22]1. Product: [CH3:20][N:21]1[CH2:26][CH2:25][N:24]([C:8]2[O:9][C:10]3[CH:16]=[CH:15][C:14]([N+:17]([O-:19])=[O:18])=[CH:13][C:11]=3[N:12]=2)[CH2:23][CH2:22]1. The catalyst class is: 11. (2) Reactant: [CH2:1]([N:5]1[C:13]2[C:8](=[CH:9][CH:10]=[C:11]([C:14]([OH:16])=O)[CH:12]=2)[CH2:7][CH2:6]1)[CH2:2][CH2:3][CH3:4].C1C=CC2N(O)N=NC=2C=1.CN(C(ON1N=NC2C=CC=NC1=2)=[N+](C)C)C.F[P-](F)(F)(F)(F)F.[NH2:51][C@@H:52]([CH2:66][C:67]1[CH:72]=[C:71]([F:73])[CH:70]=[C:69]([F:74])[CH:68]=1)[C@H:53]([OH:65])[CH2:54][NH:55][CH2:56][C:57]1[CH:62]=[CH:61][CH:60]=[C:59]([CH2:63][CH3:64])[CH:58]=1.C(Cl)[Cl:76]. Product: [ClH:76].[CH2:1]([N:5]1[C:13]2[C:8](=[CH:9][CH:10]=[C:11]([C:14]([NH:51][C@@H:52]([CH2:66][C:67]3[CH:68]=[C:69]([F:74])[CH:70]=[C:71]([F:73])[CH:72]=3)[C@H:53]([OH:65])[CH2:54][NH:55][CH2:56][C:57]3[CH:62]=[CH:61][CH:60]=[C:59]([CH2:63][CH3:64])[CH:58]=3)=[O:16])[CH:12]=2)[CH2:7][CH2:6]1)[CH2:2][CH2:3][CH3:4]. The catalyst class is: 66. (3) Product: [O:6]=[C:5]1[O:7][CH2:3][C:2]([C:1]([O-:9])=[O:8])=[CH:4]1.[Na+:16]. The catalyst class is: 6. Reactant: [C:1]([OH:9])(=[O:8])[C:2]([CH2:4][C:5]([OH:7])=[O:6])=[CH2:3].BrBr.C(=O)([O-])O.[Na+:16].C(=O)([O-])[O-].[Na+].[Na+]. (4) Reactant: Cl.[CH3:2][C:3]1[CH:12]=[CH:11][C:10]2[C:5](=[CH:6][CH:7]=[CH:8][C:9]=2[N:13]2[CH2:18][CH2:17][N:16]([CH2:19][CH2:20][C:21]3[C:30]4[O:29][CH2:28][C:27]5=[C:31]([C:34](=[O:36])[CH3:35])[N:32]=[CH:33][N:26]5[C:25]=4[CH:24]=[CH:23][CH:22]=3)[CH2:15][CH2:14]2)[N:4]=1. Product: [CH3:14][N:13]([CH3:18])/[C:9](/[CH3:8])=[CH:35]\[C:34]([C:31]1[N:32]=[CH:33][N:26]2[C:25]3[CH:24]=[CH:23][CH:22]=[C:21]([CH2:20][CH2:19][N:16]4[CH2:15][CH2:14][N:13]([C:9]5[CH:8]=[CH:7][CH:6]=[C:5]6[C:10]=5[CH:11]=[CH:12][C:3]([CH3:2])=[N:4]6)[CH2:18][CH2:17]4)[C:30]=3[O:29][CH2:28][C:27]=12)=[O:36]. The catalyst class is: 80. (5) Reactant: Br[C:2]1[CH:11]=[CH:10][CH:9]=[C:8]2[C:3]=1[CH:4]=[CH:5][C:6]([S:12]([N:15](CC1C=CC(OC)=CC=1OC)[C:16]1[S:20][N:19]=[CH:18][N:17]=1)(=[O:14])=[O:13])=[CH:7]2.C(=O)([O-])[O-].[K+].[K+].[C:38]([C:40]1[CH:45]=[C:44]([C:46]([F:49])([F:48])[F:47])[CH:43]=[CH:42][C:41]=1B(O)O)#[N:39].O1CCOCC1. Product: [C:38]([C:40]1[CH:45]=[C:44]([C:46]([F:47])([F:48])[F:49])[CH:43]=[CH:42][C:41]=1[C:2]1[CH:11]=[CH:10][CH:9]=[C:8]2[C:3]=1[CH:4]=[CH:5][C:6]([S:12]([NH:15][C:16]1[S:20][N:19]=[CH:18][N:17]=1)(=[O:14])=[O:13])=[CH:7]2)#[N:39]. The catalyst class is: 103. (6) Reactant: [NH:1]1[C:5]2[CH:6]=[CH:7][CH:8]=[CH:9][C:4]=2[N:3]=[C:2]1[C:10]1([C:16]#[N:17])[CH2:15][CH2:14][NH:13][CH2:12][CH2:11]1. Product: [NH:1]1[C:5]2[CH:6]=[CH:7][CH:8]=[CH:9][C:4]=2[N:3]=[C:2]1[C:10]1([CH2:16][NH2:17])[CH2:11][CH2:12][NH:13][CH2:14][CH2:15]1. The catalyst class is: 1. (7) Reactant: C([O:3][C:4]([C@H:6]1[C@H:10]([CH2:11][N:12]([CH:29]([CH3:31])[CH3:30])[C:13](=[O:28])[C:14]2[CH:19]=[CH:18][C:17]([O:20][CH3:21])=[C:16]([O:22][CH2:23][CH2:24][CH2:25][O:26][CH3:27])[CH:15]=2)[CH2:9][N:8]([C:32]([O:34][C:35]([CH3:38])([CH3:37])[CH3:36])=[O:33])[CH2:7]1)=[O:5])C.O[Li].O.Cl. Product: [C:35]([O:34][C:32]([N:8]1[CH2:9][C@@H:10]([CH2:11][N:12]([CH:29]([CH3:30])[CH3:31])[C:13](=[O:28])[C:14]2[CH:19]=[CH:18][C:17]([O:20][CH3:21])=[C:16]([O:22][CH2:23][CH2:24][CH2:25][O:26][CH3:27])[CH:15]=2)[C@H:6]([C:4]([OH:5])=[O:3])[CH2:7]1)=[O:33])([CH3:36])([CH3:38])[CH3:37]. The catalyst class is: 100. (8) Reactant: [Cl:1][C:2]1[CH:21]=[C:20]([Cl:22])[CH:19]=[CH:18][C:3]=1[O:4][CH2:5][C:6]([NH:8][C:9]1[CH:10]=[C:11]([CH:15]=[CH:16][N:17]=1)[C:12]([OH:14])=O)=[O:7].[N:23]1([CH2:29][CH2:30][NH2:31])[CH2:28][CH2:27][CH2:26][CH2:25][CH2:24]1.C(Cl)CCl.C1C=CC2N(O)N=NC=2C=1.CCN(C(C)C)C(C)C. Product: [Cl:1][C:2]1[CH:21]=[C:20]([Cl:22])[CH:19]=[CH:18][C:3]=1[O:4][CH2:5][C:6]([NH:8][C:9]1[CH:10]=[C:11]([CH:15]=[CH:16][N:17]=1)[C:12]([NH:31][CH2:30][CH2:29][N:23]1[CH2:28][CH2:27][CH2:26][CH2:25][CH2:24]1)=[O:14])=[O:7]. The catalyst class is: 3. (9) Reactant: [OH:1][C:2]1[CH:3]=[CH:4][CH:5]=[C:6]2[C:11]=1[N:10]=[CH:9][CH:8]=[CH:7]2.[Na+].[I-:13].[OH-].[Na+].N#N.[O-]Cl.[Na+].Cl. Product: [OH:1][C:2]1[CH:3]=[CH:4][C:5]([I:13])=[C:6]2[C:11]=1[N:10]=[CH:9][CH:8]=[CH:7]2. The catalyst class is: 5.